Dataset: Choline transporter screen with 302,306 compounds. Task: Binary Classification. Given a drug SMILES string, predict its activity (active/inactive) in a high-throughput screening assay against a specified biological target. The compound is FC(F)(F)c1cc(CCNC(CNC(C(CC)C)CNC)CCC)cc(c1)C(F)(F)F. The result is 0 (inactive).